The task is: Predict which catalyst facilitates the given reaction.. This data is from Catalyst prediction with 721,799 reactions and 888 catalyst types from USPTO. (1) Reactant: C[O:2][C:3](=[O:35])[CH2:4][O:5][C:6]1[CH:15]=[CH:14][C:13]([F:16])=[C:12]2[C:7]=1[C:8]([O:31][CH:32]([F:34])[F:33])=[C:9]([CH2:19][C:20]1[CH:25]=[CH:24][C:23]([S:26]([CH3:29])(=[O:28])=[O:27])=[CH:22][C:21]=1[Cl:30])[C:10]([CH2:17][CH3:18])=[N:11]2.CO.[OH-].[Li+].O. Product: [Cl:30][C:21]1[CH:22]=[C:23]([S:26]([CH3:29])(=[O:28])=[O:27])[CH:24]=[CH:25][C:20]=1[CH2:19][C:9]1[C:10]([CH2:17][CH3:18])=[N:11][C:12]2[C:7]([C:8]=1[O:31][CH:32]([F:34])[F:33])=[C:6]([O:5][CH2:4][C:3]([OH:35])=[O:2])[CH:15]=[CH:14][C:13]=2[F:16]. The catalyst class is: 15. (2) Reactant: Br[C:2]1[CH:7]=[CH:6][CH:5]=[C:4]([Br:8])[N:3]=1.[Li+].CCC[CH2-].[CH2:14]([N:21]1[CH2:26][CH2:25][C:24]([NH:29][C:30]2[CH:35]=[CH:34][CH:33]=[CH:32][CH:31]=2)(C#N)[CH2:23][CH2:22]1)[C:15]1[CH:20]=[CH:19][CH:18]=[CH:17][CH:16]=1.O. Product: [CH2:14]([N:21]1[CH2:22][CH2:23][C:24]([NH:29][C:30]2[CH:35]=[CH:34][CH:33]=[CH:32][CH:31]=2)([C:2]2[CH:7]=[CH:6][CH:5]=[C:4]([Br:8])[N:3]=2)[CH2:25][CH2:26]1)[C:15]1[CH:16]=[CH:17][CH:18]=[CH:19][CH:20]=1. The catalyst class is: 7. (3) Reactant: [NH2:1][C:2]1[N:6]([C:7]2[CH:12]=[CH:11][C:10]([F:13])=[CH:9][CH:8]=2)[N:5]=[CH:4][C:3]=1[C:14]([NH:16][CH2:17][C:18]([CH2:24][NH:25][CH2:26][CH3:27])([OH:23])[C:19]([F:22])([F:21])[F:20])=[O:15].C(N(C(C)C)CC)(C)C.[Cl:37][C:38]1[CH:46]=[CH:45][CH:44]=[C:43]([F:47])[C:39]=1[C:40](Cl)=[O:41]. Product: [NH2:1][C:2]1[N:6]([C:7]2[CH:8]=[CH:9][C:10]([F:13])=[CH:11][CH:12]=2)[N:5]=[CH:4][C:3]=1[C:14]([NH:16][CH2:17][C:18]([CH2:24][N:25]([C:40]([C:39]1[C:43]([F:47])=[CH:44][CH:45]=[CH:46][C:38]=1[Cl:37])=[O:41])[CH2:26][CH3:27])([OH:23])[C:19]([F:22])([F:21])[F:20])=[O:15]. The catalyst class is: 4.